From a dataset of Forward reaction prediction with 1.9M reactions from USPTO patents (1976-2016). Predict the product of the given reaction. Given the reactants C(OC(=O)[NH:7][C@H:8]([C:19](=[S:21])[NH2:20])[CH2:9][C:10]1[CH:15]=[CH:14][C:13]([N+:16]([O-:18])=[O:17])=[CH:12][CH:11]=1)(C)(C)C.Br[CH2:24][C:25](=O)[CH2:26][CH3:27].C(OCC)C, predict the reaction product. The product is: [CH2:26]([C:25]1[N:20]=[C:19]([C@@H:8]([NH2:7])[CH2:9][C:10]2[CH:11]=[CH:12][C:13]([N+:16]([O-:18])=[O:17])=[CH:14][CH:15]=2)[S:21][CH:24]=1)[CH3:27].